This data is from Peptide-MHC class I binding affinity with 185,985 pairs from IEDB/IMGT. The task is: Regression. Given a peptide amino acid sequence and an MHC pseudo amino acid sequence, predict their binding affinity value. This is MHC class I binding data. The peptide sequence is SAAIAGLF. The MHC is HLA-B35:01 with pseudo-sequence HLA-B35:01. The binding affinity (normalized) is 0.